This data is from Full USPTO retrosynthesis dataset with 1.9M reactions from patents (1976-2016). The task is: Predict the reactants needed to synthesize the given product. (1) Given the product [Cl:1][C:2]1[CH:7]=[CH:6][CH:5]=[CH:4][C:3]=1[C:8]1[CH:19]=[C:18]2[C:14]([CH:15]=[C:16]([CH2:21][OH:22])[N:17]2[CH3:20])=[C:13]2[C:9]=1[C:10](=[O:24])[NH:11][C:12]2=[O:23], predict the reactants needed to synthesize it. The reactants are: [Cl:1][C:2]1[CH:7]=[CH:6][CH:5]=[CH:4][C:3]=1[C:8]1[CH:19]=[C:18]2[C:14]([CH:15]=[C:16]([CH:21]=[O:22])[N:17]2[CH3:20])=[C:13]2[C:9]=1[C:10](=[O:24])[NH:11][C:12]2=[O:23].[BH4-].[Na+].O. (2) Given the product [CH:29]1([C:27]([C:10]2[CH:11]=[CH:12][C:13]([OH:19])=[C:14]([C:15]([F:17])([F:18])[F:16])[C:9]=2[OH:8])=[O:28])[CH2:31][CH2:30]1, predict the reactants needed to synthesize it. The reactants are: C([O:8][C:9]1[C:14]([C:15]([F:18])([F:17])[F:16])=[C:13]([O:19]CC2C=CC=CC=2)[CH:12]=[CH:11][C:10]=1[C:27]([CH:29]1[CH2:31][CH2:30]1)=[O:28])C1C=CC=CC=1. (3) Given the product [N+:5]([CH2:8][CH2:9][C:10]1[CH:22]=[CH:21][C:13]([O:14][CH2:15][C:16]2[CH:20]=[CH:19][S:18][CH:17]=2)=[CH:12][CH:11]=1)([O-:7])=[O:6], predict the reactants needed to synthesize it. The reactants are: C(O)(=O)C.[N+:5](/[CH:8]=[CH:9]/[C:10]1[CH:22]=[CH:21][C:13]([O:14][CH2:15][C:16]2[CH:20]=[CH:19][S:18][CH:17]=2)=[CH:12][CH:11]=1)([O-:7])=[O:6].[BH4-].[Na+]. (4) Given the product [Br:1][C:2]1[CH:3]=[C:4]([CH:8]=[C:9]([Cl:11])[CH:10]=1)[C:5]([NH2:12])=[O:6], predict the reactants needed to synthesize it. The reactants are: [Br:1][C:2]1[CH:3]=[C:4]([CH:8]=[C:9]([Cl:11])[CH:10]=1)[C:5](O)=[O:6].[N:12]1C=CC=CC=1.CC(OC(OC(OC(C)(C)C)=O)=O)(C)C. (5) Given the product [N:32]([CH2:12][CH:13]1[CH2:17][C:16]2[CH:18]=[CH:19][CH:20]=[C:21]([C:22]3[CH:27]=[CH:26][C:25]([C:28]([F:31])([F:30])[F:29])=[CH:24][CH:23]=3)[C:15]=2[O:14]1)=[N+:33]=[N-:34], predict the reactants needed to synthesize it. The reactants are: CC1C=CC(S(O[CH2:12][CH:13]2[CH2:17][C:16]3[CH:18]=[CH:19][CH:20]=[C:21]([C:22]4[CH:27]=[CH:26][C:25]([C:28]([F:31])([F:30])[F:29])=[CH:24][CH:23]=4)[C:15]=3[O:14]2)(=O)=O)=CC=1.[N-:32]=[N+:33]=[N-:34].[Na+].